This data is from Reaction yield outcomes from USPTO patents with 853,638 reactions. The task is: Predict the reaction yield, written as a fraction of the theoretical maximum amount of product (1.0 means a 100% yield; for example, 0.34 means a 34% yield). (1) The reactants are C([O:5][C:6](=[O:31])[C@@H:7]([CH:28]([CH3:30])[CH3:29])[N:8]([CH2:23][CH2:24][CH:25]([CH3:27])[CH3:26])[S:9]([C:12]1[CH:21]=[CH:20][C:19]2[C:14](=[CH:15][CH:16]=[C:17]([OH:22])[CH:18]=2)[CH:13]=1)(=[O:11])=[O:10])(C)(C)C. The catalyst is Cl.C(OCC)(=O)C. The product is [CH2:23]([N:8]([S:9]([C:12]1[CH:21]=[CH:20][C:19]2[C:14](=[CH:15][CH:16]=[C:17]([OH:22])[CH:18]=2)[CH:13]=1)(=[O:11])=[O:10])[C@@H:7]([C:6]([OH:31])=[O:5])[CH:28]([CH3:30])[CH3:29])[CH2:24][CH:25]([CH3:27])[CH3:26]. The yield is 0.900. (2) The reactants are [F:1][C:2]1[CH:15]=[CH:14][CH:13]=[CH:12][C:3]=1[O:4][C:5]1[CH:10]=[CH:9][C:8](I)=[CH:7][CH:6]=1.[Li]CCCC.CC([O:24][B:25](OC(C)C)[O:26]C(C)C)C. The catalyst is O1CCCC1. The product is [F:1][C:2]1[CH:15]=[CH:14][CH:13]=[CH:12][C:3]=1[O:4][C:5]1[CH:10]=[CH:9][C:8]([B:25]([OH:26])[OH:24])=[CH:7][CH:6]=1. The yield is 0.900. (3) The reactants are COC1C=CC(C[N:8]2[C:12]([N:13]([CH2:15][CH2:16][CH2:17][N:18]([CH3:20])[CH3:19])[NH2:14])=[N:11][N:10]=[N:9]2)=CC=1.Cl. No catalyst specified. The product is [NH:11]1[C:12]([N:13]([CH2:15][CH2:16][CH2:17][N:18]([CH3:19])[CH3:20])[NH2:14])=[N:8][N:9]=[N:10]1. The yield is 0.130. (4) The reactants are [Cl:1][C:2]1[CH:3]=[C:4]2[C:8](=[C:9]([C:11]([OH:13])=O)[CH:10]=1)[NH:7][CH:6]=[CH:5]2.CN(C(ON1N=NC2C=CC=CC1=2)=[N+](C)C)C.[B-](F)(F)(F)F.C(N(CC)C(C)C)(C)C.Cl.[C:46]([C:50]1[CH:68]=[CH:67][C:53]([CH2:54][NH:55][CH2:56][CH2:57][CH:58]([C:63]([F:66])([F:65])[F:64])[C:59]([F:62])([F:61])[F:60])=[CH:52][CH:51]=1)([CH3:49])([CH3:48])[CH3:47]. The catalyst is CN(C=O)C.O. The product is [C:46]([C:50]1[CH:51]=[CH:52][C:53]([CH2:54][N:55]([CH2:56][CH2:57][CH:58]([C:63]([F:64])([F:65])[F:66])[C:59]([F:60])([F:61])[F:62])[C:11]([C:9]2[CH:10]=[C:2]([Cl:1])[CH:3]=[C:4]3[C:8]=2[NH:7][CH:6]=[CH:5]3)=[O:13])=[CH:67][CH:68]=1)([CH3:49])([CH3:47])[CH3:48]. The yield is 0.660. (5) The reactants are [Br:1][C:2]1[CH:7]=[CH:6][CH:5]=[CH:4][C:3]=1[NH:8][N:9]=[C:10]([C:16]#[N:17])[C:11]([NH:13][CH2:14][CH3:15])=[O:12].[Cl-].[Al+3].[Cl-].[Cl-].[C@H](O)(C([O-])=O)[C@@H](O)C([O-])=O.[Na+].[K+]. The catalyst is C1(C)C=CC=CC=1.C(OCC)(=O)C. The product is [NH2:17][C:16]1[C:4]2[C:3](=[C:2]([Br:1])[CH:7]=[CH:6][CH:5]=2)[N:8]=[N:9][C:10]=1[C:11]([NH:13][CH2:14][CH3:15])=[O:12]. The yield is 0.690. (6) The reactants are O1CCOCC1.[C:7]([O:11][C:12]([N:14]1[CH2:18][CH2:17][CH2:16][C@H:15]1[C:19]1[NH:20][C:21]([C:24]2[CH:29]=[CH:28][C:27](Br)=[CH:26][CH:25]=2)=[CH:22][N:23]=1)=[O:13])([CH3:10])([CH3:9])[CH3:8].[B:31]1([B:31]2[O:35][C:34]([CH3:37])([CH3:36])[C:33]([CH3:39])([CH3:38])[O:32]2)[O:35][C:34]([CH3:37])([CH3:36])[C:33]([CH3:39])([CH3:38])[O:32]1.C([O-])(=O)C.[K+]. The catalyst is C(OCC)(=O)C.C1C=CC([P]([Pd]([P](C2C=CC=CC=2)(C2C=CC=CC=2)C2C=CC=CC=2)([P](C2C=CC=CC=2)(C2C=CC=CC=2)C2C=CC=CC=2)[P](C2C=CC=CC=2)(C2C=CC=CC=2)C2C=CC=CC=2)(C2C=CC=CC=2)C2C=CC=CC=2)=CC=1. The product is [C:7]([O:11][C:12]([N:14]1[CH2:18][CH2:17][CH2:16][C@H:15]1[C:19]1[NH:20][C:21]([C:24]2[CH:29]=[CH:28][C:27]([B:31]3[O:35][C:34]([CH3:37])([CH3:36])[C:33]([CH3:39])([CH3:38])[O:32]3)=[CH:26][CH:25]=2)=[CH:22][N:23]=1)=[O:13])([CH3:10])([CH3:9])[CH3:8]. The yield is 0.760. (7) The reactants are [Cl:1][C:2]1[C:10]([Cl:11])=[CH:9][CH:8]=[CH:7][C:3]=1[C:4]([OH:6])=[O:5].[N+:12]([O-])([OH:14])=[O:13]. The catalyst is OS(O)(=O)=O. The product is [Cl:1][C:2]1[C:10]([Cl:11])=[CH:9][C:8]([N+:12]([O-:14])=[O:13])=[CH:7][C:3]=1[C:4]([OH:6])=[O:5]. The yield is 0.440.